From a dataset of Full USPTO retrosynthesis dataset with 1.9M reactions from patents (1976-2016). Predict the reactants needed to synthesize the given product. (1) Given the product [F:1][C:2]1[CH:7]=[CH:6][CH:5]=[CH:4][C:3]=1[C:8]1[N:9]=[N:10][C:11]2[C@@:12]3([CH2:21][OH:22])[C:18]([CH3:19])([CH3:20])[C@@H:15]([C:16]=2[CH:17]=1)[CH2:14][CH2:13]3, predict the reactants needed to synthesize it. The reactants are: [F:1][C:2]1[CH:7]=[CH:6][CH:5]=[CH:4][C:3]=1[C:8]1[N:9]=[N:10][C:11]2[C@@:12]3([CH2:21][O:22]C(=O)C)[C:18]([CH3:20])([CH3:19])[C@@H:15]([C:16]=2[CH:17]=1)[CH2:14][CH2:13]3.[OH-].[Na+]. (2) Given the product [Cl:16][C:17]1[N:18]=[C:19]([NH:1][C:2]2[CH:7]=[CH:6][CH:5]=[CH:4][C:3]=2[S:8]([CH:11]([CH3:13])[CH3:12])(=[O:10])=[O:9])[C:20]2[CH:25]=[CH:24][N:23]([CH2:26][O:27][CH2:28][CH2:29][Si:30]([CH3:33])([CH3:32])[CH3:31])[C:21]=2[N:22]=1, predict the reactants needed to synthesize it. The reactants are: [NH2:1][C:2]1[CH:7]=[CH:6][CH:5]=[CH:4][C:3]=1[S:8]([CH:11]([CH3:13])[CH3:12])(=[O:10])=[O:9].[H-].[Na+].[Cl:16][C:17]1[N:18]=[C:19](Cl)[C:20]2[CH:25]=[CH:24][N:23]([CH2:26][O:27][CH2:28][CH2:29][Si:30]([CH3:33])([CH3:32])[CH3:31])[C:21]=2[N:22]=1. (3) Given the product [Cl:18][C:19]1[CH:24]=[CH:23][C:22]([O:25][C:6]2[CH:7]=[CH:8][C:3]([CH2:1][CH3:2])=[C:4]([CH:10]3[C:15](=[O:16])[CH2:14][CH2:13][CH2:12][C:11]3=[O:17])[CH:5]=2)=[C:21]([F:26])[CH:20]=1, predict the reactants needed to synthesize it. The reactants are: [CH2:1]([C:3]1[CH:8]=[CH:7][C:6](I)=[CH:5][C:4]=1[CH:10]1[C:15](=[O:16])[CH2:14][CH2:13][CH2:12][C:11]1=[O:17])[CH3:2].[Cl:18][C:19]1[CH:24]=[CH:23][C:22]([OH:25])=[C:21]([F:26])[CH:20]=1.C(=O)([O-])[O-].[Cs+].[Cs+]. (4) Given the product [CH3:1][O:2][C:3](=[O:15])[C:4]1[CH:9]=[CH:8][C:7]([NH:10][C:11](=[O:13])[CH3:12])=[C:6]([B:16]2[O:20][C:19]([CH3:22])([CH3:21])[C:18]([CH3:24])([CH3:23])[O:17]2)[CH:5]=1, predict the reactants needed to synthesize it. The reactants are: [CH3:1][O:2][C:3](=[O:15])[C:4]1[CH:9]=[CH:8][C:7]([NH:10][C:11](=[O:13])[CH3:12])=[C:6](Br)[CH:5]=1.[B:16]1([B:16]2[O:20][C:19]([CH3:22])([CH3:21])[C:18]([CH3:24])([CH3:23])[O:17]2)[O:20][C:19]([CH3:22])([CH3:21])[C:18]([CH3:24])([CH3:23])[O:17]1.CC([O-])=O.[K+].N#N. (5) Given the product [Cl:24][C:20]1[C:19]([F:25])=[C:18]([CH:23]=[CH:22][CH:21]=1)[CH2:17][C:12]1[CH:13]=[C:14]2[C:9](=[CH:10][C:11]=1[O:26][CH3:27])[N:8]([C@H:28]([CH2:32][OH:33])[CH:29]([CH3:31])[CH3:30])[CH:7]=[C:6]([C:4]([OH:5])=[O:3])[C:15]2=[O:16], predict the reactants needed to synthesize it. The reactants are: C([O:3][C:4]([C:6]1[C:15](=[O:16])[C:14]2[C:9](=[CH:10][C:11]([O:26][CH3:27])=[C:12]([CH2:17][C:18]3[CH:23]=[CH:22][CH:21]=[C:20]([Cl:24])[C:19]=3[F:25])[CH:13]=2)[N:8]([C@H:28]([C:32](C)(C)[O:33][SiH2]C(C)(C)C)[CH:29]([CH3:31])[CH3:30])[CH:7]=1)=[O:5])C.C(O)(C)C.[OH-].[Na+]. (6) Given the product [C:1]([O:5][C:6]([N:8]1[CH2:12][CH2:11][CH2:10][C@@H:9]1[CH2:13][O:14][C:15]1[CH:20]=[CH:19][C:18]([O:21][CH2:27][C:26]2[CH:29]=[CH:30][CH:31]=[C:24]([O:23][CH3:22])[CH:25]=2)=[CH:17][CH:16]=1)=[O:7])([CH3:4])([CH3:2])[CH3:3], predict the reactants needed to synthesize it. The reactants are: [C:1]([O:5][C:6]([N:8]1[CH2:12][CH2:11][CH2:10][C@@H:9]1[CH2:13][O:14][C:15]1[CH:20]=[CH:19][C:18]([OH:21])=[CH:17][CH:16]=1)=[O:7])([CH3:4])([CH3:3])[CH3:2].[CH3:22][O:23][C:24]1[CH:25]=[C:26]([CH:29]=[CH:30][CH:31]=1)[CH2:27]Br. (7) Given the product [C:1]1([C:11]2[CH:12]=[C:13]([C:30]([O:32][CH3:33])=[O:31])[C:14]3[NH:15][C:16]4[CH:17]=[C:18]([C:24]([O:26][CH:27]([CH3:28])[CH3:29])=[O:25])[CH:19]=[CH:20][C:21]=4[C:22]=3[N:23]=2)[CH:6]=[CH:5][CH:4]=[CH:3][CH:2]=1, predict the reactants needed to synthesize it. The reactants are: [C:1]1(B(O)O)[CH:6]=[CH:5][CH:4]=[CH:3][CH:2]=1.Br[C:11]1[CH:12]=[C:13]([C:30]([O:32][CH3:33])=[O:31])[C:14]2[NH:15][C:16]3[CH:17]=[C:18]([C:24]([O:26][CH:27]([CH3:29])[CH3:28])=[O:25])[CH:19]=[CH:20][C:21]=3[C:22]=2[N:23]=1.[O-]P([O-])([O-])=O.[K+].[K+].[K+].C1(P(C2CCCCC2)C2C=CC=CC=2C2C(C(C)C)=CC(C(C)C)=CC=2C(C)C)CCCCC1. (8) Given the product [F:1][C:2]1[CH:7]=[CH:6][C:5]([F:8])=[CH:4][C:3]=1[C:9]1[N:13]=[C:12]([C@H:14]([NH:19][CH2:34][C@H:33]2[C@@H:29]([F:28])[CH2:30][N:31]([C:36]([O:38][CH2:39][C:40]3[CH:45]=[CH:44][CH:43]=[CH:42][CH:41]=3)=[O:37])[CH2:32]2)[C:15]([CH3:18])([CH3:16])[CH3:17])[N:11]([CH2:20][C:21]2[CH:26]=[CH:25][CH:24]=[C:23]([F:27])[CH:22]=2)[N:10]=1, predict the reactants needed to synthesize it. The reactants are: [F:1][C:2]1[CH:7]=[CH:6][C:5]([F:8])=[CH:4][C:3]=1[C:9]1[N:13]=[C:12]([C@H:14]([NH2:19])[C:15]([CH3:18])([CH3:17])[CH3:16])[N:11]([CH2:20][C:21]2[CH:26]=[CH:25][CH:24]=[C:23]([F:27])[CH:22]=2)[N:10]=1.[F:28][C@@H:29]1[C@H:33]([CH:34]=O)[CH2:32][N:31]([C:36]([O:38][CH2:39][C:40]2[CH:45]=[CH:44][CH:43]=[CH:42][CH:41]=2)=[O:37])[CH2:30]1.[BH-](OC(C)=O)(OC(C)=O)OC(C)=O.[Na+].C[N+]1([O-])CCOCC1. (9) The reactants are: [N+:1]([C:4]1[CH:5]=[C:6]2[C:10](=[CH:11][CH:12]=1)[NH:9][CH:8]=[CH:7]2)([O-:3])=[O:2].O=[C:14]1[CH2:19][CH2:18][N:17]([C:20]([O:22][C:23]([CH3:26])([CH3:25])[CH3:24])=[O:21])[CH2:16][CH2:15]1.N1CCCC1. Given the product [N+:1]([C:4]1[CH:5]=[C:6]2[C:10](=[CH:11][CH:12]=1)[NH:9][CH:8]=[C:7]2[C:14]1[CH2:19][CH2:18][N:17]([C:20]([O:22][C:23]([CH3:26])([CH3:25])[CH3:24])=[O:21])[CH2:16][CH:15]=1)([O-:3])=[O:2], predict the reactants needed to synthesize it.